Dataset: Choline transporter screen with 302,306 compounds. Task: Binary Classification. Given a drug SMILES string, predict its activity (active/inactive) in a high-throughput screening assay against a specified biological target. The drug is S(CC(=O)c1ccccc1)c1nc(nc(SC)c1C#N)N. The result is 0 (inactive).